From a dataset of Full USPTO retrosynthesis dataset with 1.9M reactions from patents (1976-2016). Predict the reactants needed to synthesize the given product. (1) Given the product [F:10][C:11]1[CH:12]=[CH:13][C:14]([C:17]2[CH:22]=[CH:21][N:20]=[C:19]([CH:23]=[O:24])[N:18]=2)=[CH:15][CH:16]=1, predict the reactants needed to synthesize it. The reactants are: CC(C[AlH]CC(C)C)C.[F:10][C:11]1[CH:16]=[CH:15][C:14]([C:17]2[CH:22]=[CH:21][N:20]=[C:19]([C:23](OC)=[O:24])[N:18]=2)=[CH:13][CH:12]=1. (2) Given the product [BrH:13].[NH2:2][C:3]1[C:12]2[C:7](=[CH:8][CH:9]=[CH:10][CH:11]=2)[C:6]([Br:13])=[CH:5][C:4]=1[C:14]([O:16][CH3:17])=[O:15].[NH2:2][C:3]1[C:12]2[C:7](=[CH:8][CH:9]=[CH:10][CH:11]=2)[C:6]([Br:13])=[CH:5][C:4]=1[C:14]([OH:16])=[O:15], predict the reactants needed to synthesize it. The reactants are: Br.[NH2:2][C:3]1[C:12]2[C:7](=[CH:8][CH:9]=[CH:10][CH:11]=2)[C:6]([Br:13])=[CH:5][C:4]=1[C:14]([O:16][CH3:17])=[O:15].[OH-].[Na+].[OH-].[Li+]. (3) Given the product [ClH:2].[Cl:2][C:3]1[CH:8]=[CH:7][C:6]([CH:9]([O:23][CH3:24])[CH:10]2[CH2:15][CH2:14][NH:13][CH2:12][CH2:11]2)=[CH:5][CH:4]=1, predict the reactants needed to synthesize it. The reactants are: Cl.[Cl:2][C:3]1[CH:8]=[CH:7][C:6]([CH:9]([O:23][CH3:24])[CH:10]2[CH2:15][CH2:14][N:13](C(OC(C)(C)C)=O)[CH2:12][CH2:11]2)=[CH:5][CH:4]=1.